This data is from Full USPTO retrosynthesis dataset with 1.9M reactions from patents (1976-2016). The task is: Predict the reactants needed to synthesize the given product. (1) The reactants are: [F:1][C:2]1[CH:8]=[C:7]([N:9]2[CH2:14][CH2:13][N:12]([CH3:15])[CH2:11][CH2:10]2)[C:6]([F:16])=[CH:5][C:3]=1[NH2:4].Cl[C:18]1[N:27]=[CH:26][C:25]2[C:20](=[C:21]([C:28]3[CH:29]=[C:30]([NH:34][C:35](=[O:38])[CH:36]=[CH2:37])[CH:31]=[CH:32][CH:33]=3)[CH:22]=[CH:23][CH:24]=2)[N:19]=1.C(O)(C(F)(F)F)=O. Given the product [F:1][C:2]1[CH:8]=[C:7]([N:9]2[CH2:14][CH2:13][N:12]([CH3:15])[CH2:11][CH2:10]2)[C:6]([F:16])=[CH:5][C:3]=1[NH:4][C:18]1[N:27]=[CH:26][C:25]2[C:20](=[C:21]([C:28]3[CH:29]=[C:30]([NH:34][C:35](=[O:38])[CH:36]=[CH2:37])[CH:31]=[CH:32][CH:33]=3)[CH:22]=[CH:23][CH:24]=2)[N:19]=1, predict the reactants needed to synthesize it. (2) Given the product [CH3:1][N:2]1[CH2:15][CH2:14][C:13]2[C:12]3[CH:11]=[C:10]([CH3:16])[CH:9]=[CH:8][C:7]=3[N:6]([CH2:26][CH2:25][C:22]3[CH:21]=[N:20][C:19]([C:18]([F:28])([F:17])[F:27])=[CH:24][CH:23]=3)[C:5]=2[CH2:4][CH2:3]1, predict the reactants needed to synthesize it. The reactants are: [CH3:1][N:2]1[CH2:15][CH2:14][C:13]2[C:12]3[CH:11]=[C:10]([CH3:16])[CH:9]=[CH:8][C:7]=3[NH:6][C:5]=2[CH2:4][CH2:3]1.[F:17][C:18]([F:28])([F:27])[C:19]1[CH:24]=[CH:23][C:22]([CH:25]=[CH2:26])=[CH:21][N:20]=1. (3) Given the product [CH3:19][S:16]([C:13]1[CH:14]=[CH:15][C:10]([C:6]2[C:5]3[N:4]([N:3]=[C:2]([NH:31][C:27]4[CH:28]=[C:29]5[C:24](=[CH:25][CH:26]=4)[CH2:23][N:22]([CH3:21])[CH2:30]5)[N:20]=3)[CH:9]=[CH:8][CH:7]=2)=[CH:11][CH:12]=1)(=[O:18])=[O:17], predict the reactants needed to synthesize it. The reactants are: Cl[C:2]1[N:20]=[C:5]2[C:6]([C:10]3[CH:15]=[CH:14][C:13]([S:16]([CH3:19])(=[O:18])=[O:17])=[CH:12][CH:11]=3)=[CH:7][CH:8]=[CH:9][N:4]2[N:3]=1.[CH3:21][N:22]1[CH2:30][C:29]2[C:24](=[CH:25][CH:26]=[C:27]([NH2:31])[CH:28]=2)[CH2:23]1.C1(P(C2CCCCC2)C2C=CC=CC=2C2C=CC=CC=2P(C2CCCCC2)C2CCCCC2)CCCCC1. (4) Given the product [Cl:1][C:2]1[C:3]([CH2:9][Cl:13])=[N:4][CH:5]=[C:6]([Cl:8])[CH:7]=1, predict the reactants needed to synthesize it. The reactants are: [Cl:1][C:2]1[C:3]([CH2:9]O)=[N:4][CH:5]=[C:6]([Cl:8])[CH:7]=1.S(Cl)([Cl:13])=O.